Dataset: Reaction yield outcomes from USPTO patents with 853,638 reactions. Task: Predict the reaction yield, written as a fraction of the theoretical maximum amount of product (1.0 means a 100% yield; for example, 0.34 means a 34% yield). (1) The reactants are P(Cl)(Cl)([Cl:3])=O.[Cl:6][C:7]1[C:8](=O)[N:9]=[C:10]([CH:20]2[CH2:22][CH2:21]2)[NH:11][C:12]=1[CH:13]([O:17][CH2:18][CH3:19])[O:14][CH2:15][CH3:16].CN(C)C=O.C(=O)([O-])[O-].[Na+].[Na+]. The catalyst is C1(C)C=CC=CC=1. The product is [Cl:3][C:8]1[C:7]([Cl:6])=[C:12]([CH:13]([O:17][CH2:18][CH3:19])[O:14][CH2:15][CH3:16])[N:11]=[C:10]([CH:20]2[CH2:22][CH2:21]2)[N:9]=1. The yield is 0.950. (2) The catalyst is C1COCC1. The product is [CH3:1][C:2]1[N:3]([C:8]2[N:13]=[CH:12][C:11]([C@@H:14]([OH:30])[CH2:15][NH:16][CH2:17][C@H:19]3[CH2:28][CH2:27][C:26]4[C:21](=[CH:22][CH:23]=[C:24]([I:29])[CH:25]=4)[O:20]3)=[CH:10][CH:9]=2)[C:4]([CH3:7])=[CH:5][CH:6]=1. The yield is 0.630. The reactants are [CH3:1][C:2]1[N:3]([C:8]2[N:13]=[CH:12][C:11]([C@@H:14]([OH:30])[CH2:15][NH:16][C:17]([C@H:19]3[CH2:28][CH2:27][C:26]4[C:21](=[CH:22][CH:23]=[C:24]([I:29])[CH:25]=4)[O:20]3)=O)=[CH:10][CH:9]=2)[C:4]([CH3:7])=[CH:5][CH:6]=1.B.CSC. (3) The reactants are Br[CH2:2][C:3]([C:5]1[C:10]([CH3:11])=[CH:9][C:8]([O:12][C:13]2[N:18]=[CH:17][C:16]([O:19][CH3:20])=[CH:15][N:14]=2)=[CH:7][C:6]=1[CH3:21])=O.[NH2:22][C:23]([NH2:25])=[S:24]. The catalyst is CCO. The product is [CH3:20][O:19][C:16]1[CH:15]=[N:14][C:13]([O:12][C:8]2[CH:9]=[C:10]([CH3:11])[C:5]([C:3]3[N:22]=[C:23]([NH2:25])[S:24][CH:2]=3)=[C:6]([CH3:21])[CH:7]=2)=[N:18][CH:17]=1. The yield is 0.860.